From a dataset of CYP2C19 inhibition data for predicting drug metabolism from PubChem BioAssay. Regression/Classification. Given a drug SMILES string, predict its absorption, distribution, metabolism, or excretion properties. Task type varies by dataset: regression for continuous measurements (e.g., permeability, clearance, half-life) or binary classification for categorical outcomes (e.g., BBB penetration, CYP inhibition). Dataset: cyp2c19_veith. (1) The molecule is CN(C)Cc1ccc(-c2cc3onc(-c4ccccc4)c3c(=O)n2C)cc1. The result is 0 (non-inhibitor). (2) The result is 1 (inhibitor). The compound is O=c1oc(-c2ccco2)nc2c1cnn2-c1ccccc1. (3) The compound is COCC(=O)N1CCC2(CC1)CN(c1ccc(-c3ccccc3)cc1)C2. The result is 0 (non-inhibitor). (4) The molecule is Cc1ccc(C)c(C(=O)COC(=O)c2ccccc2N2C(=O)C3C4CCC(C4)C3C2=O)c1. The result is 1 (inhibitor). (5) The drug is NCCC[C@@H](N)C(=O)O. The result is 0 (non-inhibitor). (6) The compound is NC(=O)/C(=N\OC(=O)c1ccco1)c1nc(-c2ccc(Br)cc2)cs1. The result is 1 (inhibitor). (7) The compound is CCN1C(=O)[C@H]2CC[C@H]3/C(=N\OC[C@@H](C)[C@H](OCc4ccccc4)C(C)C)C[C@@H](O)[C@@H](O)[C@@H]3[C@@H]2C1=O. The result is 0 (non-inhibitor). (8) The drug is C=C(C)C#C[C@@](O)(C(=O)OC1CCN(C)CC1)c1ccccc1. The result is 0 (non-inhibitor). (9) The compound is COCCNC(=O)c1onc(CSc2cccc(Cl)c2)c1C(=O)O. The result is 0 (non-inhibitor). (10) The molecule is c1ccc(CN2CCC3(CC2)SSC2(CCN(Cc4ccccc4)CC2)SS3)cc1. The result is 0 (non-inhibitor).